This data is from Catalyst prediction with 721,799 reactions and 888 catalyst types from USPTO. The task is: Predict which catalyst facilitates the given reaction. (1) Reactant: [C:1]([Br:5])(Br)(Br)[Br:2].C1(P(C2C=CC=CC=2)C2C=CC=CC=2)C=CC=CC=1.[CH:25]([C:27]1[O:28][C:29]([C:32]([CH3:35])([CH3:34])[CH3:33])=[CH:30][N:31]=1)=O. Product: [Br:2][C:1]([Br:5])=[CH:25][C:27]1[O:28][C:29]([C:32]([CH3:35])([CH3:34])[CH3:33])=[CH:30][N:31]=1. The catalyst class is: 2. (2) The catalyst class is: 22. Reactant: [O:1]1[CH2:5][CH2:4][C:3]2[CH:6]=[C:7]([C:10]([OH:12])=O)[CH:8]=[CH:9][C:2]1=2.S(Cl)(Cl)=O.[C:17]([NH2:26])(=[O:25])[C:18]1[C:19](=[CH:21][CH:22]=[CH:23][CH:24]=1)[NH2:20].N1C=CC=CC=1. Product: [NH2:26][C:17]([C:18]1[CH:24]=[CH:23][CH:22]=[CH:21][C:19]=1[NH:20][C:10]([C:7]1[CH:8]=[CH:9][C:2]2[O:1][CH2:5][CH2:4][C:3]=2[CH:6]=1)=[O:12])=[O:25].